Dataset: Forward reaction prediction with 1.9M reactions from USPTO patents (1976-2016). Task: Predict the product of the given reaction. (1) Given the reactants [ClH:1].C(O)(=O)C.[C:6]([C:8]1[CH:13]=[CH:12][C:11]([CH2:14][CH2:15][N:16]2[CH2:21][CH2:20][C:19]([CH2:23][N:24]([CH3:34])[C:25]3[CH:33]=[CH:32][C:28]([C:29]([OH:31])=[O:30])=[CH:27][CH:26]=3)([OH:22])[CH2:18][CH2:17]2)=[CH:10][CH:9]=1)#[N:7], predict the reaction product. The product is: [ClH:1].[C:6]([C:8]1[CH:9]=[CH:10][C:11]([CH2:14][CH2:15][N:16]2[CH2:17][CH2:18][C:19]([CH2:23][N:24]([CH3:34])[C:25]3[CH:26]=[CH:27][C:28]([C:29]([OH:31])=[O:30])=[CH:32][CH:33]=3)([OH:22])[CH2:20][CH2:21]2)=[CH:12][CH:13]=1)#[N:7]. (2) Given the reactants Br[C:2]1[CH:3]=[CH:4][C:5]2[O:9][CH:8]=[CH:7][C:6]=2[CH:10]=1.[CH3:11][C:12]1([CH3:33])[O:17][C:16](=[O:18])[C:15](=[C:19]2[CH2:24][CH2:23][N:22]([C:25]([O:27][C:28]([CH3:31])([CH3:30])[CH3:29])=[O:26])[CH2:21][CH2:20]2)[C:14](=[O:32])[O:13]1, predict the reaction product. The product is: [O:9]1[C:5]2[CH:4]=[CH:3][C:2]([C:19]3([CH:15]4[C:14](=[O:32])[O:13][C:12]([CH3:33])([CH3:11])[O:17][C:16]4=[O:18])[CH2:24][CH2:23][N:22]([C:25]([O:27][C:28]([CH3:31])([CH3:30])[CH3:29])=[O:26])[CH2:21][CH2:20]3)=[CH:10][C:6]=2[CH:7]=[CH:8]1.